Dataset: Reaction yield outcomes from USPTO patents with 853,638 reactions. Task: Predict the reaction yield, written as a fraction of the theoretical maximum amount of product (1.0 means a 100% yield; for example, 0.34 means a 34% yield). (1) The reactants are [F:1][C:2]1[CH:7]=[CH:6][C:5](B(O)O)=[CH:4][CH:3]=1.Br[C:12]1[CH:13]=[CH:14][C:15]([CH3:23])=[C:16]([CH:22]=1)[NH:17][CH2:18][CH:19]([CH3:21])[CH3:20]. No catalyst specified. The product is [F:1][C:2]1[CH:7]=[CH:6][C:5]([C:12]2[CH:13]=[CH:14][C:15]([CH3:23])=[C:16]([NH:17][CH2:18][CH:19]([CH3:21])[CH3:20])[CH:22]=2)=[CH:4][CH:3]=1. The yield is 0.830. (2) The product is [CH2:24]([Cl:26])[Cl:25].[CH3:11][CH2:10][CH2:9][CH2:17][CH2:13][CH3:12]. The yield is 0.830. The reactants are C(OC(N[C:9]1[CH:10]=[CH:11][C:12](O)=[C:13]([CH:17]=1)C(O)=O)=O)(C)(C)C.OS(O)(=O)=O.[CH2:24]([Cl:26])[Cl:25]. No catalyst specified. (3) The reactants are [CH3:1][N:2]1[CH2:15][CH2:14][C:5]2[NH:6][C:7]3[CH:8]=[CH:9][C:10]([CH3:13])=[CH:11][C:12]=3[C:4]=2[CH2:3]1.[OH-].[K+].[CH3:18][C:19]1[CH:24]=[N:23][C:22]([CH:25]=[CH2:26])=[CH:21][N:20]=1. The catalyst is CN1CCCC1=O.O. The product is [CH3:1][N:2]1[CH2:15][CH2:14][C:5]2[N:6]([CH2:26][CH2:25][C:22]3[CH:21]=[N:20][C:19]([CH3:18])=[CH:24][N:23]=3)[C:7]3[CH:8]=[CH:9][C:10]([CH3:13])=[CH:11][C:12]=3[C:4]=2[CH2:3]1. The yield is 0.310. (4) The reactants are [Cl:1][C:2]1[CH:22]=[C:21]([Cl:23])[CH:20]=[CH:19][C:3]=1[CH2:4][NH:5][C:6]([C:8]1[C:9]([O:16][CH2:17][CH3:18])=[N:10][N:11]([CH2:13][CH2:14][OH:15])[CH:12]=1)=[O:7].[CH2:24]([C:26]1[C:27](O)=[C:28]([CH2:32][C:33]([O:35]C)=[O:34])[CH:29]=[CH:30][CH:31]=1)[CH3:25].C(P(CCCC)CCCC)CCC.N(C(N1CCCCC1)=O)=NC(N1CCCCC1)=O. The catalyst is O1CCCC1. The product is [Cl:1][C:2]1[CH:22]=[C:21]([Cl:23])[CH:20]=[CH:19][C:3]=1[CH2:4][NH:5][C:6]([C:8]1[C:9]([O:16][CH2:17][CH3:18])=[N:10][N:11]([CH2:13][CH2:14][O:15][C:27]2[C:26]([CH2:24][CH3:25])=[CH:31][CH:30]=[CH:29][C:28]=2[CH2:32][C:33]([OH:35])=[O:34])[CH:12]=1)=[O:7]. The yield is 0.310. (5) The reactants are [OH:1][C:2]1[CH:3]=[C:4]([CH2:9][CH2:10][C:11]([NH:13][C:14]2[CH:23]=[CH:22][C:17]([C:18](OC)=[O:19])=[CH:16][CH:15]=2)=[O:12])[CH:5]=[CH:6][C:7]=1[OH:8].O.[NH2:25][NH2:26]. The catalyst is CCO. The product is [OH:1][C:2]1[CH:3]=[C:4]([CH2:9][CH2:10][C:11]([NH:13][C:14]2[CH:23]=[CH:22][C:17]([C:18]([NH:25][NH2:26])=[O:19])=[CH:16][CH:15]=2)=[O:12])[CH:5]=[CH:6][C:7]=1[OH:8]. The yield is 0.520. (6) The reactants are [NH:1]1[CH2:4][CH:3]([O:5][C:6]2[CH:11]=[CH:10][C:9]([N:12]3[CH:17]=[CH:16][C:15]4[N:18]=[C:19]([C:21]5[CH:26]=[CH:25][C:24]([C:27]([F:30])([F:29])[F:28])=[CH:23][CH:22]=5)[S:20][C:14]=4[C:13]3=[O:31])=[CH:8][C:7]=2[O:32][CH3:33])[CH2:2]1.[C:34]1(=O)[CH2:37][CH2:36][CH2:35]1.C(O[BH-](OC(=O)C)OC(=O)C)(=O)C.[Na+].C(O)(=O)C.C(=O)(O)[O-].[Na+]. The catalyst is ClC(Cl)C. The product is [CH:34]1([N:1]2[CH2:4][CH:3]([O:5][C:6]3[CH:11]=[CH:10][C:9]([N:12]4[CH:17]=[CH:16][C:15]5[N:18]=[C:19]([C:21]6[CH:22]=[CH:23][C:24]([C:27]([F:29])([F:28])[F:30])=[CH:25][CH:26]=6)[S:20][C:14]=5[C:13]4=[O:31])=[CH:8][C:7]=3[O:32][CH3:33])[CH2:2]2)[CH2:37][CH2:36][CH2:35]1. The yield is 0.390. (7) The reactants are [Cl:1][C:2]1[C:3]([CH3:12])=[C:4]([S:8](Cl)(=[O:10])=[O:9])[CH:5]=[CH:6][CH:7]=1.N1C=CC=CC=1.[NH2:19][C:20]1[CH:38]=[C:37]([Cl:39])[C:23]([CH2:24][CH:25]2[CH2:29][CH2:28][N:27]([CH:30]3[CH2:35][CH2:34][CH2:33][CH2:32][CH2:31]3)[C:26]2=[O:36])=[C:22]([Cl:40])[CH:21]=1. The catalyst is C(Cl)Cl. The product is [Cl:1][C:2]1[C:3]([CH3:12])=[C:4]([S:8]([NH:19][C:20]2[CH:38]=[C:37]([Cl:39])[C:23]([CH2:24][CH:25]3[CH2:29][CH2:28][N:27]([CH:30]4[CH2:35][CH2:34][CH2:33][CH2:32][CH2:31]4)[C:26]3=[O:36])=[C:22]([Cl:40])[CH:21]=2)(=[O:10])=[O:9])[CH:5]=[CH:6][CH:7]=1. The yield is 0.580. (8) The reactants are [CH3:1][C:2]1[CH:11]=[C:10]2[C:5]([C:6]([C:15]3[CH:20]=[CH:19][CH:18]=[CH:17][CH:16]=3)=[C:7]([C:13]#[N:14])[C:8](=[NH:12])[O:9]2)=[CH:4][C:3]=1[Cl:21].CC1C(Cl)=CC(C(C2C=CC=CC=2)=O)=C(O)C=1.C(#N)CC#N.N1CCCCC1. The catalyst is C(O)C. The product is [NH2:12][C:8]1[O:9][C:10]2[C:5]([CH:6]([C:15]3[CH:16]=[CH:17][CH:18]=[CH:19][CH:20]=3)[C:7]=1[C:13]#[N:14])=[CH:4][C:3]([Cl:21])=[C:2]([CH3:1])[CH:11]=2. The yield is 0.170.